The task is: Predict the reactants needed to synthesize the given product.. This data is from Full USPTO retrosynthesis dataset with 1.9M reactions from patents (1976-2016). (1) The reactants are: [NH2:1][C:2]1[C:3]([CH2:15][NH:16][CH:17]([CH:30]([CH3:32])[CH3:31])[C:18]([N:20]([CH3:29])[CH2:21][CH2:22][C:23]2[CH:28]=[CH:27][CH:26]=[CH:25][CH:24]=2)=[O:19])=[CH:4][C:5]([O:8][C:9]2[CH:14]=[CH:13][CH:12]=[CH:11][CH:10]=2)=[N:6][CH:7]=1.C(O)(C)C.[N:37]#[C:38]Br.[Cl:40]CCl. Given the product [ClH:40].[NH2:37][C:38]1[N:16]([CH:17]([CH:30]([CH3:32])[CH3:31])[C:18]([N:20]([CH3:29])[CH2:21][CH2:22][C:23]2[CH:28]=[CH:27][CH:26]=[CH:25][CH:24]=2)=[O:19])[CH2:15][C:3]2[CH:4]=[C:5]([O:8][C:9]3[CH:10]=[CH:11][CH:12]=[CH:13][CH:14]=3)[N:6]=[CH:7][C:2]=2[N:1]=1, predict the reactants needed to synthesize it. (2) Given the product [ClH:30].[F:1][C:2]1[CH:27]=[C:26]([F:28])[C:25]([F:29])=[CH:24][C:3]=1[CH2:4][C@@H:5]([NH2:23])[CH2:6][C:7]1[N:15]2[C:10]([C:11]3[N:12]([N:16]=[C:17]([C:19]([F:22])([F:21])[F:20])[N:18]=3)[CH2:13][CH2:14]2)=[N:9][N:8]=1, predict the reactants needed to synthesize it. The reactants are: [F:1][C:2]1[CH:27]=[C:26]([F:28])[C:25]([F:29])=[CH:24][C:3]=1[CH2:4][C@@H:5]([NH2:23])[CH2:6][C:7]1[N:15]2[C:10]([C:11]3[N:12]([N:16]=[C:17]([C:19]([F:22])([F:21])[F:20])[N:18]=3)[CH2:13][CH2:14]2)=[N:9][N:8]=1.[ClH:30]. (3) Given the product [CH2:1]([CH:5]([CH2:11][C:12]1[CH:17]=[CH:16][C:15]([O:18][CH2:19][CH2:20][O:21][S:23]([CH3:22])(=[O:25])=[O:24])=[CH:14][CH:13]=1)[C:6]([O:8][CH2:9][CH3:10])=[O:7])[CH2:2][CH2:3][CH3:4], predict the reactants needed to synthesize it. The reactants are: [CH2:1]([CH:5]([CH2:11][C:12]1[CH:17]=[CH:16][C:15]([O:18][CH2:19][CH2:20][OH:21])=[CH:14][CH:13]=1)[C:6]([O:8][CH2:9][CH3:10])=[O:7])[CH2:2][CH2:3][CH3:4].[CH3:22][S:23](Cl)(=[O:25])=[O:24].